From a dataset of Peptide-MHC class I binding affinity with 185,985 pairs from IEDB/IMGT. Regression. Given a peptide amino acid sequence and an MHC pseudo amino acid sequence, predict their binding affinity value. This is MHC class I binding data. (1) The peptide sequence is PEGPLGQLL. The MHC is HLA-A24:03 with pseudo-sequence HLA-A24:03. The binding affinity (normalized) is 0.213. (2) The peptide sequence is SCDFNGGKI. The MHC is HLA-A01:01 with pseudo-sequence HLA-A01:01. The binding affinity (normalized) is 0.0707. (3) The binding affinity (normalized) is 0.0847. The MHC is HLA-A26:02 with pseudo-sequence HLA-A26:02. The peptide sequence is PHPVVVRTL. (4) The peptide sequence is EYSYYSSMY. The MHC is HLA-A31:01 with pseudo-sequence HLA-A31:01. The binding affinity (normalized) is 0.0847.